Task: Predict the reactants needed to synthesize the given product.. Dataset: Full USPTO retrosynthesis dataset with 1.9M reactions from patents (1976-2016) Given the product [CH:1]1([N:4]([CH:5]([C:7]2[CH:8]=[C:9](/[CH:15]=[CH:16]/[CH2:17][NH:18][C:19]([O:20][CH3:21])=[O:22])[N:10]=[C:11]([O:13][CH3:14])[CH:12]=2)[CH3:6])[C:36]([C@@H:32]2[O:33][CH2:34][CH2:35][N:30]([C:28]([O:27][C:23]([CH3:26])([CH3:25])[CH3:24])=[O:29])[CH2:31]2)=[O:37])[CH2:3][CH2:2]1, predict the reactants needed to synthesize it. The reactants are: [CH:1]1([NH:4][CH:5]([C:7]2[CH:12]=[C:11]([O:13][CH3:14])[N:10]=[C:9](/[CH:15]=[CH:16]/[CH2:17][NH:18][C:19](=[O:22])[O:20][CH3:21])[CH:8]=2)[CH3:6])[CH2:3][CH2:2]1.[C:23]([O:27][C:28]([N:30]1[CH2:35][CH2:34][O:33][C@@H:32]([C:36](O)=[O:37])[CH2:31]1)=[O:29])([CH3:26])([CH3:25])[CH3:24].